Regression. Given two drug SMILES strings and cell line genomic features, predict the synergy score measuring deviation from expected non-interaction effect. From a dataset of NCI-60 drug combinations with 297,098 pairs across 59 cell lines. (1) Drug 1: CN(C)N=NC1=C(NC=N1)C(=O)N. Drug 2: CC1C(C(CC(O1)OC2CC(CC3=C2C(=C4C(=C3O)C(=O)C5=CC=CC=C5C4=O)O)(C(=O)C)O)N)O. Cell line: TK-10. Synergy scores: CSS=47.4, Synergy_ZIP=-2.49, Synergy_Bliss=1.86, Synergy_Loewe=-18.7, Synergy_HSA=4.14. (2) Cell line: NCI-H460. Drug 1: COC1=NC(=NC2=C1N=CN2C3C(C(C(O3)CO)O)O)N. Drug 2: CC(C)(C#N)C1=CC(=CC(=C1)CN2C=NC=N2)C(C)(C)C#N. Synergy scores: CSS=48.3, Synergy_ZIP=1.43, Synergy_Bliss=-0.936, Synergy_Loewe=-1.44, Synergy_HSA=-0.730. (3) Drug 1: C(CC(=O)O)C(=O)CN.Cl. Drug 2: CS(=O)(=O)OCCCCOS(=O)(=O)C. Cell line: UO-31. Synergy scores: CSS=7.23, Synergy_ZIP=-2.04, Synergy_Bliss=-0.697, Synergy_Loewe=-1.16, Synergy_HSA=-0.761. (4) Synergy scores: CSS=43.5, Synergy_ZIP=0.817, Synergy_Bliss=-1.67, Synergy_Loewe=-6.68, Synergy_HSA=-4.01. Cell line: KM12. Drug 2: CC(C)CN1C=NC2=C1C3=CC=CC=C3N=C2N. Drug 1: C1=NC2=C(N1)C(=S)N=C(N2)N. (5) Drug 2: CCC(=C(C1=CC=CC=C1)C2=CC=C(C=C2)OCCN(C)C)C3=CC=CC=C3.C(C(=O)O)C(CC(=O)O)(C(=O)O)O. Cell line: OVCAR-4. Drug 1: CC1=CC2C(CCC3(C2CCC3(C(=O)C)OC(=O)C)C)C4(C1=CC(=O)CC4)C. Synergy scores: CSS=-1.75, Synergy_ZIP=-0.143, Synergy_Bliss=-0.566, Synergy_Loewe=-1.45, Synergy_HSA=-0.547. (6) Drug 1: C1CCC(C1)C(CC#N)N2C=C(C=N2)C3=C4C=CNC4=NC=N3. Drug 2: CCC1(CC2CC(C3=C(CCN(C2)C1)C4=CC=CC=C4N3)(C5=C(C=C6C(=C5)C78CCN9C7C(C=CC9)(C(C(C8N6C=O)(C(=O)OC)O)OC(=O)C)CC)OC)C(=O)OC)O.OS(=O)(=O)O. Cell line: SNB-19. Synergy scores: CSS=35.9, Synergy_ZIP=5.57, Synergy_Bliss=5.58, Synergy_Loewe=-35.4, Synergy_HSA=2.96. (7) Drug 1: CCC1(CC2CC(C3=C(CCN(C2)C1)C4=CC=CC=C4N3)(C5=C(C=C6C(=C5)C78CCN9C7C(C=CC9)(C(C(C8N6C=O)(C(=O)OC)O)OC(=O)C)CC)OC)C(=O)OC)O.OS(=O)(=O)O. Drug 2: CCN(CC)CCNC(=O)C1=C(NC(=C1C)C=C2C3=C(C=CC(=C3)F)NC2=O)C. Cell line: RXF 393. Synergy scores: CSS=16.6, Synergy_ZIP=3.66, Synergy_Bliss=7.91, Synergy_Loewe=-8.68, Synergy_HSA=2.63.